Dataset: hERG Central: cardiac toxicity at 1µM, 10µM, and general inhibition. Task: Predict hERG channel inhibition at various concentrations. (1) The compound is COc1cccc(C2=CC(c3ccc(C)cc3)n3ncnc3N2)c1. Results: hERG_inhib (hERG inhibition (general)): blocker. (2) The drug is CCCCCn1c(CN2CCN(c3cccc(Cl)c3)CC2)nc2c1c(=O)[nH]c(=O)n2C. Results: hERG_inhib (hERG inhibition (general)): blocker. (3) The molecule is CCc1ccc2nc(N3CCN(C)CC3)c(C#N)cc2c1. Results: hERG_inhib (hERG inhibition (general)): blocker.